From a dataset of Catalyst prediction with 721,799 reactions and 888 catalyst types from USPTO. Predict which catalyst facilitates the given reaction. (1) Reactant: [Br:1][Si](C)(C)C.[CH2:6]([O:8][C:9](=[O:18])[CH2:10][C:11]1[CH:12]=[N:13][C:14](Cl)=[N:15][CH:16]=1)[CH3:7].C(OCC)C.[OH-].[Na+]. Product: [CH2:6]([O:8][C:9](=[O:18])[CH2:10][C:11]1[CH:12]=[N:13][C:14]([Br:1])=[N:15][CH:16]=1)[CH3:7]. The catalyst class is: 397. (2) Product: [C:34]1([CH2:33][CH2:32][CH2:31][CH:30]([NH:40][C:17](=[O:19])[C@H:9]([CH2:10][C:11]2[CH:12]=[N:13][CH:14]=[CH:15][CH:16]=2)[NH:8][C:6]([O:5][C:1]([CH3:2])([CH3:3])[CH3:4])=[O:7])[CH2:29][CH2:28][CH2:27][C:21]2[CH:22]=[CH:23][CH:24]=[CH:25][CH:26]=2)[CH:39]=[CH:38][CH:37]=[CH:36][CH:35]=1. The catalyst class is: 2. Reactant: [C:1]([O:5][C:6]([NH:8][C@H:9]([C:17]([OH:19])=O)[CH2:10][C:11]1[CH:12]=[N:13][CH:14]=[CH:15][CH:16]=1)=[O:7])([CH3:4])([CH3:3])[CH3:2].Cl.[C:21]1([CH2:27][CH2:28][CH2:29][CH:30]([NH2:40])[CH2:31][CH2:32][CH2:33][C:34]2[CH:39]=[CH:38][CH:37]=[CH:36][CH:35]=2)[CH:26]=[CH:25][CH:24]=[CH:23][CH:22]=1.C(N(CC)C(C)C)(C)C.C1CN([P+](ON2N=NC3C=CC=CC2=3)(N2CCCC2)N2CCCC2)CC1.F[P-](F)(F)(F)(F)F.